Regression. Given a peptide amino acid sequence and an MHC pseudo amino acid sequence, predict their binding affinity value. This is MHC class II binding data. From a dataset of Peptide-MHC class II binding affinity with 134,281 pairs from IEDB. (1) The peptide sequence is SLKNTISKDNNML. The MHC is DRB4_0101 with pseudo-sequence DRB4_0103. The binding affinity (normalized) is 0.0401. (2) The peptide sequence is FGDYKTTICGKGLSATVTGG. The MHC is H-2-IAs with pseudo-sequence YTYHWTSGGQTGYILFFGSDYYDYQTETVHGVHT. The binding affinity (normalized) is 0.342. (3) The binding affinity (normalized) is 0.0190. The MHC is DRB5_0101 with pseudo-sequence DRB5_0101. The peptide sequence is DGLVRDANNYEQQEQ. (4) The peptide sequence is NFRFLTEKGMKNVFD. The MHC is DRB1_1001 with pseudo-sequence DRB1_1001. The binding affinity (normalized) is 1.00. (5) The peptide sequence is FDPYGATISATPESA. The MHC is DRB1_0405 with pseudo-sequence DRB1_0405. The binding affinity (normalized) is 0.499. (6) The peptide sequence is AEAPAAAAAPEEQVQ. The MHC is DRB4_0101 with pseudo-sequence DRB4_0103. The binding affinity (normalized) is 0.337. (7) The peptide sequence is GNTPIFKSGRGCGSC. The MHC is DRB4_0101 with pseudo-sequence DRB4_0103. The binding affinity (normalized) is 0.